This data is from Peptide-MHC class I binding affinity with 185,985 pairs from IEDB/IMGT. The task is: Regression. Given a peptide amino acid sequence and an MHC pseudo amino acid sequence, predict their binding affinity value. This is MHC class I binding data. (1) The binding affinity (normalized) is 0. The peptide sequence is ILSYIYSEIK. The MHC is HLA-A33:01 with pseudo-sequence HLA-A33:01. (2) The MHC is HLA-A02:19 with pseudo-sequence HLA-A02:19. The binding affinity (normalized) is 0.386. The peptide sequence is GLGQHIYET.